From a dataset of Cav3 T-type calcium channel HTS with 100,875 compounds. Binary Classification. Given a drug SMILES string, predict its activity (active/inactive) in a high-throughput screening assay against a specified biological target. (1) The molecule is S(=O)(=O)(N1CCCC1)c1ccc(C(=O)N2CCN(CC2)c2c(OC)cccc2)cc1. The result is 0 (inactive). (2) The compound is O=C(NCN1CCN(CC1)CC)c1nccnc1. The result is 0 (inactive). (3) The compound is S=C(Nc1ccccc1)C1=C(NCCN2CCOCC2)CC(CC1=O)(C)C. The result is 0 (inactive). (4) The result is 0 (inactive). The molecule is Fc1c(C(=O)Nc2ccc(N(CC)CC)cc2)cccc1. (5) The molecule is s1c(NC(=O)CN2CCOCC2)nnc1SCC(=O)Nc1ccc(cc1)C. The result is 0 (inactive). (6) The compound is S(=O)(=O)(n1nc(OC(=O)c2sccc2)cc1N)c1ccccc1. The result is 0 (inactive). (7) The drug is Brc1c(C(=O)NNC(=O)c2cc(OC)ccc2)cccc1. The result is 0 (inactive). (8) The compound is O1c2c(C(=O)C1)ccc(OC(=O)c1ccccc1)c2. The result is 0 (inactive). (9) The drug is Clc1c(C(=O)Nc2nc3c(COc4c3cccc4)cn2)ccc(Cl)c1. The result is 0 (inactive). (10) The molecule is S(=O)(=O)(N1CCN(CC1)c1ncccc1)c1cc(ccc1F)C(=O)Nc1c(cccc1)C. The result is 0 (inactive).